From a dataset of Forward reaction prediction with 1.9M reactions from USPTO patents (1976-2016). Predict the product of the given reaction. Given the reactants Cl[C:2]1[N:7]=[C:6]([C:8]([O:10][CH2:11]C)=[O:9])[CH:5]=[C:4]([N:13]2[CH2:18][CH2:17][O:16][CH2:15][CH2:14]2)[N:3]=1.[CH3:19][NH2:20], predict the reaction product. The product is: [CH3:19][NH:20][C:2]1[N:7]=[C:6]([C:8]([O:10][CH3:11])=[O:9])[CH:5]=[C:4]([N:13]2[CH2:18][CH2:17][O:16][CH2:15][CH2:14]2)[N:3]=1.